From a dataset of Reaction yield outcomes from USPTO patents with 853,638 reactions. Predict the reaction yield, written as a fraction of the theoretical maximum amount of product (1.0 means a 100% yield; for example, 0.34 means a 34% yield). (1) The reactants are [Cl:1][C:2]1[CH:7]=[CH:6][C:5]([NH:8][S:9]([C:12]([F:15])([F:14])[F:13])(=[O:11])=[O:10])=[C:4]([C:16](=[N:19][O:20][CH2:21][C:22]2[CH:27]=[CH:26][C:25]([Cl:28])=[CH:24][CH:23]=2)[CH2:17][CH3:18])[CH:3]=1.C([O-])([O-])=O.[K+].[K+].[C:35](Cl)(=[O:37])[CH3:36]. The catalyst is CC(C)=O. The product is [C:35]([N:8]([C:5]1[CH:6]=[CH:7][C:2]([Cl:1])=[CH:3][C:4]=1[C:16](=[N:19][O:20][CH2:21][C:22]1[CH:23]=[CH:24][C:25]([Cl:28])=[CH:26][CH:27]=1)[CH2:17][CH3:18])[S:9]([C:12]([F:15])([F:14])[F:13])(=[O:10])=[O:11])(=[O:37])[CH3:36]. The yield is 0.950. (2) The reactants are [C:1]1([S:7](Cl)(=[O:9])=[O:8])[CH:6]=[CH:5][CH:4]=[CH:3][CH:2]=1.[NH:11]1[C:19]2[C:14](=[CH:15][CH:16]=[CH:17][CH:18]=2)[CH2:13][CH2:12]1.CCN(CC)CC. The catalyst is CN(C1C=CN=CC=1)C.C(Cl)Cl. The product is [C:1]1([S:7]([N:11]2[C:19]3[C:14](=[CH:15][CH:16]=[CH:17][CH:18]=3)[CH2:13][CH2:12]2)(=[O:9])=[O:8])[CH:6]=[CH:5][CH:4]=[CH:3][CH:2]=1. The yield is 0.960. (3) The reactants are [Cl:1][C:2]1[CH:3]=[C:4]([NH:9][C:10]2[C:19]3[C:14](=[CH:15][CH:16]=[CH:17][C:18]=3[O:20][CH2:21][C@H:22]3[CH2:27][CH2:26][CH2:25][N:24]([C:28]([O:30][C:31]([CH3:34])([CH3:33])[CH3:32])=[O:29])[CH2:23]3)[N:13]=[CH:12][N:11]=2)[CH:5]=[CH:6][C:7]=1[OH:8].Cl.Cl[CH2:37][C:38]1[N:39]=[CH:40][S:41][CH:42]=1. No catalyst specified. The product is [Cl:1][C:2]1[CH:3]=[C:4]([NH:9][C:10]2[C:19]3[C:14](=[CH:15][CH:16]=[CH:17][C:18]=3[O:20][CH2:21][C@H:22]3[CH2:27][CH2:26][CH2:25][N:24]([C:28]([O:30][C:31]([CH3:34])([CH3:33])[CH3:32])=[O:29])[CH2:23]3)[N:13]=[CH:12][N:11]=2)[CH:5]=[CH:6][C:7]=1[O:8][CH2:37][C:38]1[N:39]=[CH:40][S:41][CH:42]=1. The yield is 0.870. (4) The reactants are N1C=CC=C1.[C:6]([O:10][C:11]([NH:13][C:14]1[CH:15]=[C:16]([C:20]([NH:22][C:23]2[CH:24]=[C:25](C(OC)=O)[N:26]([CH3:28])[CH:27]=2)=[O:21])[N:17]([CH3:19])[CH:18]=1)=[O:12])([CH3:9])([CH3:8])[CH3:7].Cl.[C:34](C1NC=CC=1)([O:36][C:37](C)(C)C)=[O:35].CCN=[C:49]=[N:50][CH2:51][CH2:52][CH2:53][N:54]([CH3:56])[CH3:55].[OH-:57].[Na+]. The catalyst is O1CCOCC1.CN(C1C=CN=CC=1)C.CCOC(C)=O.CO. The product is [C:6]([O:10][C:11]([NH:13][C:14]1[CH:15]=[C:16]([C:20]([NH:22][C:23]2[CH:24]=[C:25]([C:49]([NH:50][C:51]3[CH:52]=[C:53]([C:34]([O:36][CH3:37])=[O:35])[N:54]([CH3:55])[CH:56]=3)=[O:57])[N:26]([CH3:28])[CH:27]=2)=[O:21])[N:17]([CH3:19])[CH:18]=1)=[O:12])([CH3:7])([CH3:8])[CH3:9]. The yield is 0.480. (5) The reactants are [CH3:1][O:2][C:3]1[CH:4]=[C:5]([CH:8]=[C:9]([O:11][CH3:12])[CH:10]=1)[CH2:6][OH:7].[Cr](Cl)([O-])(=O)=O.[NH+]1C=CC=CC=1. The catalyst is C(Cl)Cl. The product is [CH3:12][O:11][C:9]1[CH:8]=[C:5]([CH:4]=[C:3]([O:2][CH3:1])[CH:10]=1)[CH:6]=[O:7]. The yield is 0.950. (6) The reactants are [Cl:1][C:2]1[CH:3]=[C:4]([CH:14]([CH2:18][CH:19]2[CH2:23][CH2:22][CH2:21][CH2:20]2)[C:15](O)=[O:16])[CH:5]=[CH:6][C:7]=1[N:8]1[C:12]([CH3:13])=[N:11][N:10]=[N:9]1.C(Cl)(=O)C(Cl)=O.[CH3:30][NH:31][C:32]([NH2:34])=[O:33].N1C=CC=CC=1.Cl. The catalyst is FC1C=CC=CC=1.CN(C)C=O.C(OCC)(=O)C. The product is [Cl:1][C:2]1[CH:3]=[C:4]([CH:14]([CH2:18][CH:19]2[CH2:23][CH2:22][CH2:21][CH2:20]2)[C:15]([NH:34][C:32]([NH:31][CH3:30])=[O:33])=[O:16])[CH:5]=[CH:6][C:7]=1[N:8]1[C:12]([CH3:13])=[N:11][N:10]=[N:9]1. The yield is 0.310. (7) The reactants are C([O:8][C:9]1[CH:10]=[C:11]([CH:37]=[C:38]([O:40][CH2:41][CH:42]2[CH2:44][CH2:43]2)[CH:39]=1)[CH2:12][N:13]1[C:21]2[C:16](=[CH:17][CH:18]=[CH:19][CH:20]=2)[C:15]([C:22]2[CH:27]=[CH:26][C:25]([C:28]([CH3:31])([CH3:30])[CH3:29])=[CH:24][CH:23]=2)=[C:14]1[C:32]([O:34][CH2:35][CH3:36])=[O:33])C1C=CC=CC=1. The catalyst is CO.C(Cl)(Cl)Cl.[Pd]. The product is [C:28]([C:25]1[CH:24]=[CH:23][C:22]([C:15]2[C:16]3[C:21](=[CH:20][CH:19]=[CH:18][CH:17]=3)[N:13]([CH2:12][C:11]3[CH:10]=[C:9]([OH:8])[CH:39]=[C:38]([O:40][CH2:41][CH:42]4[CH2:44][CH2:43]4)[CH:37]=3)[C:14]=2[C:32]([O:34][CH2:35][CH3:36])=[O:33])=[CH:27][CH:26]=1)([CH3:31])([CH3:29])[CH3:30]. The yield is 0.970.